Dataset: Catalyst prediction with 721,799 reactions and 888 catalyst types from USPTO. Task: Predict which catalyst facilitates the given reaction. (1) Reactant: [C:1]([O:5][C:6]([N:8]1[C:12]2=[N:13][CH:14]=[C:15](Br)[CH:16]=[C:11]2[C:10]([C:18](=[O:27])[C:19]2[CH:24]=[CH:23][C:22]([O:25][CH3:26])=[CH:21][CH:20]=2)=[CH:9]1)=[O:7])([CH3:4])([CH3:3])[CH3:2].[S:28]1[CH:32]=[CH:31][CH:30]=[C:29]1B(O)O.C(=O)([O-])[O-].[K+].[K+].O1CCCC1. Product: [C:1]([O:5][C:6]([N:8]1[C:12]2=[N:13][CH:14]=[C:15]([C:29]3[S:28][CH:32]=[CH:31][CH:30]=3)[CH:16]=[C:11]2[C:10]([C:18](=[O:27])[C:19]2[CH:24]=[CH:23][C:22]([O:25][CH3:26])=[CH:21][CH:20]=2)=[CH:9]1)=[O:7])([CH3:4])([CH3:3])[CH3:2]. The catalyst class is: 103. (2) Reactant: [CH3:1][NH:2][O:3][CH3:4].[O:5]=[C:6]1[CH2:9][CH:8]([C:10]([OH:12])=O)[CH2:7]1. Product: [CH3:4][O:3][N:2]([CH3:1])[C:10]([CH:8]1[CH2:7][C:6](=[O:5])[CH2:9]1)=[O:12]. The catalyst class is: 2. (3) Reactant: [C:1]([O:5][C:6](=[O:16])[CH:7]([C:10]1[CH:15]=[CH:14][CH:13]=[CH:12][CH:11]=1)[CH2:8][NH2:9])([CH3:4])([CH3:3])[CH3:2].C[O:18][C:19]([C:21]1[N:22]=[C:23]([C:39]#[N:40])[C:24]2[C:29]([C:30]=1[OH:31])=[CH:28][CH:27]=[C:26]([O:32][C:33]1[CH:38]=[CH:37][CH:36]=[CH:35][CH:34]=1)[CH:25]=2)=O.C1CCN2C(=NCCC2)CC1. Product: [C:1]([O:5][C:6](=[O:16])[CH:7]([C:10]1[CH:11]=[CH:12][CH:13]=[CH:14][CH:15]=1)[CH2:8][NH:9][C:19]([C:21]1[N:22]=[C:23]([C:39]#[N:40])[C:24]2[C:29]([C:30]=1[OH:31])=[CH:28][CH:27]=[C:26]([O:32][C:33]1[CH:38]=[CH:37][CH:36]=[CH:35][CH:34]=1)[CH:25]=2)=[O:18])([CH3:4])([CH3:2])[CH3:3]. The catalyst class is: 44. (4) Reactant: [CH3:1][O:2][C:3]1[N:8]=[C:7]([C:9](OC)=[O:10])[C:6]([NH:13][C:14]([C:16]2[C:25]3[C:20](=[CH:21][CH:22]=[CH:23][CH:24]=3)[C:19]([CH2:26][N:27]3[CH:31]=[CH:30][N:29]=[N:28]3)=[CH:18][CH:17]=2)=[O:15])=[CH:5][CH:4]=1.[O:32]1[CH2:37][CH2:36][CH:35]([CH2:38][NH2:39])[CH2:34][CH2:33]1. Product: [CH3:1][O:2][C:3]1[N:8]=[C:7]([C:9]([NH:39][CH2:38][CH:35]2[CH2:36][CH2:37][O:32][CH2:33][CH2:34]2)=[O:10])[C:6]([NH:13][C:14]([C:16]2[C:25]3[C:20](=[CH:21][CH:22]=[CH:23][CH:24]=3)[C:19]([CH2:26][N:27]3[CH:31]=[CH:30][N:29]=[N:28]3)=[CH:18][CH:17]=2)=[O:15])=[CH:5][CH:4]=1. The catalyst class is: 3. (5) Reactant: [C:1]([O:5][C:6]([NH:8][C@:9]12[CH2:45][CH2:44][C@@H:43]([C:46]([CH2:48][OH:49])=[CH2:47])[C@@H:10]1[C@@H:11]1[C@@:24]([CH3:27])([CH2:25][CH2:26]2)[C@@:23]2([CH3:28])[C@@H:14]([C@:15]3([CH3:42])[C@@H:20]([CH2:21][CH2:22]2)[C:19]([CH3:30])([CH3:29])[C:18]([C:31]2[CH:40]=[CH:39][C:34]([C:35]([O:37]C)=[O:36])=[C:33]([F:41])[CH:32]=2)=[CH:17][CH2:16]3)[CH2:13][CH2:12]1)=[O:7])([CH3:4])([CH3:3])[CH3:2].[OH-].[Na+]. Product: [C:1]([O:5][C:6]([NH:8][C@:9]12[CH2:45][CH2:44][C@@H:43]([C:46]([CH2:48][OH:49])=[CH2:47])[C@@H:10]1[C@@H:11]1[C@@:24]([CH3:27])([CH2:25][CH2:26]2)[C@@:23]2([CH3:28])[C@@H:14]([C@:15]3([CH3:42])[C@@H:20]([CH2:21][CH2:22]2)[C:19]([CH3:30])([CH3:29])[C:18]([C:31]2[CH:40]=[CH:39][C:34]([C:35]([OH:37])=[O:36])=[C:33]([F:41])[CH:32]=2)=[CH:17][CH2:16]3)[CH2:13][CH2:12]1)=[O:7])([CH3:2])([CH3:3])[CH3:4]. The catalyst class is: 12. (6) Reactant: [CH3:1][CH:2]1[CH2:7][CH2:6][CH2:5][CH2:4][CH:3]1[NH2:8].Cl[C:10](OC1C=CC([N+]([O-])=O)=CC=1)=[O:11].C(N(C(C)C)CC)(C)C.[Cl:31][C:32]1[CH:41]=[C:40]2[C:35]([C:36]([N:42]3[CH2:47][CH2:46][NH:45][CH2:44][CH2:43]3)=[CH:37][CH:38]=[N:39]2)=[CH:34][CH:33]=1. Product: [Cl:31][C:32]1[CH:41]=[C:40]2[C:35]([C:36]([N:42]3[CH2:47][CH2:46][N:45]([C:10]([NH:8][CH:3]4[CH2:4][CH2:5][CH2:6][CH2:7][CH:2]4[CH3:1])=[O:11])[CH2:44][CH2:43]3)=[CH:37][CH:38]=[N:39]2)=[CH:34][CH:33]=1. The catalyst class is: 61. (7) Reactant: [CH2:1]([CH:3]([C:9]([CH3:11])=O)[C:4]([O:6]CC)=O)[CH3:2].Cl.[S:13]1[CH:17]=[CH:16][CH:15]=[C:14]1[C:18](=[NH:20])[NH2:19].[H-].[Na+].Cl. Product: [CH2:1]([C:3]1[C:4](=[O:6])[NH:20][C:18]([C:14]2[S:13][CH:17]=[CH:16][CH:15]=2)=[N:19][C:9]=1[CH3:11])[CH3:2]. The catalyst class is: 24. (8) Reactant: [CH2:1]1[C:3]2([CH2:8][CH2:7][CH:6]([CH2:9][NH:10]C(=O)OCC3C=CC=CC=3)[CH2:5][CH2:4]2)[CH2:2]1.[ClH:21]. Product: [ClH:21].[CH2:2]1[C:3]2([CH2:8][CH2:7][CH:6]([CH2:9][NH2:10])[CH2:5][CH2:4]2)[CH2:1]1. The catalyst class is: 19.